Dataset: Full USPTO retrosynthesis dataset with 1.9M reactions from patents (1976-2016). Task: Predict the reactants needed to synthesize the given product. (1) The reactants are: [Br:1][C:2]1[C:11]2[C:6](=[CH:7][CH:8]=[CH:9][CH:10]=2)[C:5]([NH2:12])=[N:4][CH:3]=1.Cl[CH:14](C)[CH:15]=O.C(=O)([O-])O.[Na+].C(O)C. Given the product [Br:1][C:2]1[C:11]2[C:6](=[CH:7][CH:8]=[CH:9][CH:10]=2)[C:5]2=[N:12][CH:14]=[CH:15][N:4]2[CH:3]=1, predict the reactants needed to synthesize it. (2) Given the product [Cl:1][C:2]1[N:7]=[C:6]([C:8]2[S:12][C:11]([CH:13]([CH3:15])[CH3:14])=[N:10][C:9]=2[C:16]2[CH:17]=[C:18]([NH:22][S:36]([C:32]3[CH:33]=[CH:34][CH:35]=[C:30]([F:29])[CH:31]=3)(=[O:38])=[O:37])[CH:19]=[CH:20][CH:21]=2)[CH:5]=[CH:4][N:3]=1, predict the reactants needed to synthesize it. The reactants are: [Cl:1][C:2]1[N:7]=[C:6]([C:8]2[S:12][C:11]([CH:13]([CH3:15])[CH3:14])=[N:10][C:9]=2[C:16]2[CH:17]=[C:18]([NH2:22])[CH:19]=[CH:20][CH:21]=2)[CH:5]=[CH:4][N:3]=1.N1C=CC=CC=1.[F:29][C:30]1[CH:31]=[C:32]([S:36](Cl)(=[O:38])=[O:37])[CH:33]=[CH:34][CH:35]=1. (3) Given the product [NH2:1][C:2]1[CH:3]=[C:4]2[C:9](=[CH:10][CH:11]=1)/[C:8](=[N:14]/[OH:15])/[CH2:7][CH2:6][CH2:5]2, predict the reactants needed to synthesize it. The reactants are: [NH2:1][C:2]1[CH:3]=[C:4]2[C:9](=[CH:10][CH:11]=1)[C:8](=O)[CH2:7][CH2:6][CH2:5]2.Cl.[NH2:14][OH:15].C([O-])(=O)C.[Na+].